Dataset: Reaction yield outcomes from USPTO patents with 853,638 reactions. Task: Predict the reaction yield, written as a fraction of the theoretical maximum amount of product (1.0 means a 100% yield; for example, 0.34 means a 34% yield). (1) The reactants are Cl[C:2]1[CH:7]=C[C:5]([C@@H:8](CNC(C)C)[C:9]([N:11]2[CH2:16][CH2:15][N:14]([C:17]3[CH:22]=[CH:21][N:20]=[C:19]4[NH:23][CH:24]=[C:25]([NH:26]C(=O)CCC)[C:18]=34)[CH2:13][CH2:12]2)=O)=[CH:4][CH:3]=1.C(O[C:41](=[O:43])[CH3:42])(=O)C.C([O-])([O-])=O.[Na+].[Na+]. The catalyst is C(Cl)Cl.N1C=CC=CC=1.CO.[Li+].[OH-]. The product is [CH2:9]([N:11]1[CH2:16][CH2:15][N:14]([C:17]2[CH:22]=[CH:21][N:20]=[C:19]3[NH:23][CH:24]=[C:25]([NH:26][C:41](=[O:43])[CH3:42])[C:18]=23)[CH2:13][CH2:12]1)[C:8]1[CH:7]=[CH:2][CH:3]=[CH:4][CH:5]=1. The yield is 0.880. (2) The reactants are [NH2:1][C@H:2]([CH2:19][C:20]1[CH:25]=[CH:24][CH:23]=[CH:22][N:21]=1)[C:3]([N:5]1[CH2:10][CH2:9][N:8]([C:11]2[CH:16]=[CH:15][CH:14]=[CH:13][C:12]=2[O:17][CH3:18])[CH2:7][CH2:6]1)=O.B(F)(F)F.CCOCC.B.C1COCC1.Cl. The catalyst is C1COCC1. The product is [CH3:18][O:17][C:12]1[CH:13]=[CH:14][CH:15]=[CH:16][C:11]=1[N:8]1[CH2:9][CH2:10][N:5]([CH2:3][C@H:2]([NH2:1])[CH2:19][C:20]2[CH:25]=[CH:24][CH:23]=[CH:22][N:21]=2)[CH2:6][CH2:7]1. The yield is 0.820. (3) The catalyst is C1C=CC(/C=C/C(/C=C/C2C=CC=CC=2)=O)=CC=1.C1C=CC(/C=C/C(/C=C/C2C=CC=CC=2)=O)=CC=1.C1C=CC(/C=C/C(/C=C/C2C=CC=CC=2)=O)=CC=1.[Pd].[Pd]. The product is [O:24]=[C:29]1[C:28]2[C:17](=[CH:16][C:9]([S:10][CH2:11][CH2:12][C:13]([O:15][CH2:16][CH:17]([CH2:22][CH3:23])[CH2:18][CH2:19][CH2:20][CH3:21])=[O:14])=[CH:7][CH:8]=2)[CH2:18][CH2:19]1. The yield is 0.980. The reactants are CCN([CH:7]([CH3:9])[CH3:8])C(C)C.[SH:10][CH2:11][CH2:12][C:13]([O:15][CH2:16][CH:17]([CH2:22][CH3:23])[CH2:18][CH2:19][CH2:20][CH3:21])=[O:14].[O:24]1[CH2:29][CH2:28]OCC1. (4) The reactants are [C:1]1([N:7]([C:21]2[CH:26]=[CH:25][C:24]([CH2:27][CH2:28][C:29]([O:31][CH2:32][CH3:33])=[O:30])=[CH:23][CH:22]=2)[C:8]2[CH:13]=[CH:12][C:11]([CH2:14][CH2:15][C:16]([O:18][CH2:19][CH3:20])=[O:17])=[CH:10][CH:9]=2)[CH:6]=[CH:5][CH:4]=[CH:3][CH:2]=1.C1C(=O)N([Br:41])C(=O)C1. The catalyst is C(Cl)Cl. The product is [Br:41][C:4]1[CH:3]=[CH:2][C:1]([N:7]([C:8]2[CH:9]=[CH:10][C:11]([CH2:14][CH2:15][C:16]([O:18][CH2:19][CH3:20])=[O:17])=[CH:12][CH:13]=2)[C:21]2[CH:26]=[CH:25][C:24]([CH2:27][CH2:28][C:29]([O:31][CH2:32][CH3:33])=[O:30])=[CH:23][CH:22]=2)=[CH:6][CH:5]=1. The yield is 0.930. (5) The reactants are [NH2:1][CH:2]([C:10]1[CH:15]=[CH:14][CH:13]=[C:12]([F:16])[CH:11]=1)[CH2:3][C:4]([O:6]CCC)=[O:5].P([O-])([O-])([O-])=O.[K+].[K+].[K+].[Cl-:25].[Na+:26]. The catalyst is C1CCCCC1. The product is [NH2:1][CH:2]([C:10]1[CH:15]=[CH:14][CH:13]=[C:12]([F:16])[CH:11]=1)[CH2:3][C:4]([OH:6])=[O:5].[Cl-:25].[Na+:26]. The yield is 0.450. (6) The reactants are [F:1][C:2]1[C:14]([NH:15][CH2:16][C:17]2[CH:22]=[C:21]([C:23]3[CH:28]=[CH:27][CH:26]=[C:25]([F:29])[CH:24]=3)[CH:20]=[CH:19][C:18]=2[CH3:30])=[C:13]([F:31])[CH:12]=[CH:11][C:3]=1[O:4][CH2:5][C:6]([O:8]CC)=[O:7].[OH-].[Na+]. The catalyst is C1COCC1. The product is [F:1][C:2]1[C:14]([NH:15][CH2:16][C:17]2[CH:22]=[C:21]([C:23]3[CH:28]=[CH:27][CH:26]=[C:25]([F:29])[CH:24]=3)[CH:20]=[CH:19][C:18]=2[CH3:30])=[C:13]([F:31])[CH:12]=[CH:11][C:3]=1[O:4][CH2:5][C:6]([OH:8])=[O:7]. The yield is 0.910. (7) The reactants are I[C:2]1[CH:7]=[CH:6][C:5]([C:8]2[CH:13]=[CH:12][C:11](I)=[CH:10][CH:9]=2)=[CH:4][CH:3]=1.C(=O)([O-])[O-].[K+].[K+].[C:21]1([NH:27][C:28]2[CH:37]=[CH:36][C:35]3[C:30](=[CH:31][CH:32]=[CH:33][CH:34]=3)[CH:29]=2)[CH:26]=[CH:25][CH:24]=[CH:23][CH:22]=1.[CH3:38][N:39]([CH:41]=O)C. The catalyst is [Cu].O. The product is [CH:24]1[CH:25]=[CH:26][C:21]([N:27]([C:28]2[CH:37]=[CH:36][C:35]3[C:30](=[CH:31][CH:32]=[CH:33][CH:34]=3)[CH:29]=2)[C:2]2[CH:7]=[CH:6][C:5]([C:8]3[CH:13]=[CH:12][C:11]([N:39]([C:41]4[CH:32]=[CH:31][C:30]5[C:35](=[CH:36][CH:37]=[CH:28][CH:29]=5)[CH:34]=4)[C:38]4[CH:23]=[CH:22][CH:21]=[CH:26][CH:25]=4)=[CH:10][CH:9]=3)=[CH:4][CH:3]=2)=[CH:22][CH:23]=1. The yield is 0.724.